This data is from Reaction yield outcomes from USPTO patents with 853,638 reactions. The task is: Predict the reaction yield, written as a fraction of the theoretical maximum amount of product (1.0 means a 100% yield; for example, 0.34 means a 34% yield). (1) The reactants are [CH3:1][N:2]1[CH:6]=[CH:5][C:4]([C:7]2[CH:16]=[C:15]([C:17]([OH:19])=O)[C:14]3[C:9](=[CH:10][CH:11]=[CH:12][CH:13]=3)[N:8]=2)=[N:3]1.Cl.Cl.[CH3:22][C:23]1([CH3:40])[CH2:27][C:26]2([CH2:32][CH2:31][CH2:30][N:29]([CH:33]3[CH2:38][CH2:37][NH:36][CH2:35][CH2:34]3)[CH2:28]2)[C:25](=[O:39])[O:24]1.C(OC(C)C)(C)C. No catalyst specified. The product is [CH3:22][C:23]1([CH3:40])[CH2:27][C:26]2([CH2:32][CH2:31][CH2:30][N:29]([CH:33]3[CH2:34][CH2:35][N:36]([C:17]([C:15]4[C:14]5[C:9](=[CH:10][CH:11]=[CH:12][CH:13]=5)[N:8]=[C:7]([C:4]5[CH:5]=[CH:6][N:2]([CH3:1])[N:3]=5)[CH:16]=4)=[O:19])[CH2:37][CH2:38]3)[CH2:28]2)[C:25](=[O:39])[O:24]1. The yield is 0.550. (2) The reactants are [Cl:1][C:2]1[CH:7]=[CH:6][C:5]([S:8][CH2:9][C:10]2[CH:18]=[CH:17][C:13]([C:14](O)=[O:15])=[CH:12][CH:11]=2)=[C:4]([NH:19][S:20]([C:23]2[CH:28]=[CH:27][C:26]([Cl:29])=[C:25]([C:30]([F:33])([F:32])[F:31])[CH:24]=2)(=[O:22])=[O:21])[CH:3]=1.[N:34]1([CH2:39][CH2:40][NH2:41])[CH2:38][CH2:37][CH2:36][CH2:35]1.C(Cl)CCl. The catalyst is CN(C1C=CN=CC=1)C.CN(C=O)C. The product is [Cl:1][C:2]1[CH:7]=[CH:6][C:5]([S:8][CH2:9][C:10]2[CH:18]=[CH:17][C:13]([C:14]([NH:41][CH2:40][CH2:39][N:34]3[CH2:38][CH2:37][CH2:36][CH2:35]3)=[O:15])=[CH:12][CH:11]=2)=[C:4]([NH:19][S:20]([C:23]2[CH:28]=[CH:27][C:26]([Cl:29])=[C:25]([C:30]([F:31])([F:32])[F:33])[CH:24]=2)(=[O:22])=[O:21])[CH:3]=1. The yield is 0.710. (3) The reactants are [F:1][C:2]1[CH:10]=[C:9]2[C:5]([C:6]([C:20]3[CH:21]=[N:22][N:23]([C@H:25]4[CH2:28][C@H:27]([C:29]([O:31]CC5C=CC=CC=5)=[O:30])[CH2:26]4)[CH:24]=3)=[CH:7][N:8]2[S:11]([C:14]2[CH:19]=[CH:18][CH:17]=[CH:16][CH:15]=2)(=[O:13])=[O:12])=[CH:4][CH:3]=1. The catalyst is CO.[Pd]. The product is [F:1][C:2]1[CH:10]=[C:9]2[C:5]([C:6]([C:20]3[CH:21]=[N:22][N:23]([C@H:25]4[CH2:28][C@H:27]([C:29]([OH:31])=[O:30])[CH2:26]4)[CH:24]=3)=[CH:7][N:8]2[S:11]([C:14]2[CH:15]=[CH:16][CH:17]=[CH:18][CH:19]=2)(=[O:12])=[O:13])=[CH:4][CH:3]=1. The yield is 0.270. (4) The reactants are Cl.[Cl:2][C:3]1[N:8]2[CH:9]=[C:10]([CH2:12]Cl)[N:11]=[C:7]2[CH:6]=[CH:5][CH:4]=1.[OH:14][C:15]1[CH:22]=[CH:21][C:18]([CH:19]=[O:20])=[CH:17][CH:16]=1.C(=O)([O-])[O-].[K+].[K+].CN(C)C=O. The catalyst is O. The product is [Cl:2][C:3]1[N:8]2[CH:9]=[C:10]([CH2:12][O:14][C:15]3[CH:22]=[CH:21][C:18]([CH:19]=[O:20])=[CH:17][CH:16]=3)[N:11]=[C:7]2[CH:6]=[CH:5][CH:4]=1. The yield is 0.980. (5) No catalyst specified. The reactants are [F:1][C:2]([F:17])([F:16])[C:3]1[N:8]=[N:7][C:6]([C:9]2[CH:14]=[CH:13][NH:12][C:11](=[O:15])[CH:10]=2)=[CH:5][CH:4]=1.Br[C:19]1[CH:20]=[CH:21][C:22]2[C:23]3[CH2:32][N:31]([C:33]([O:35][C:36]([CH3:39])([CH3:38])[CH3:37])=[O:34])[CH2:30][CH2:29][C:24]=3[N:25]([CH3:28])[C:26]=2[CH:27]=1. The product is [CH3:28][N:25]1[C:26]2[CH:27]=[C:19]([N:12]3[CH:13]=[CH:14][C:9]([C:6]4[N:7]=[N:8][C:3]([C:2]([F:1])([F:16])[F:17])=[CH:4][CH:5]=4)=[CH:10][C:11]3=[O:15])[CH:20]=[CH:21][C:22]=2[C:23]2[CH2:32][N:31]([C:33]([O:35][C:36]([CH3:39])([CH3:38])[CH3:37])=[O:34])[CH2:30][CH2:29][C:24]1=2. The yield is 0.460. (6) The reactants are [CH3:1][N:2]1[CH:6]=[C:5]([C:7]2[C:15]3[C:10](=[N:11][CH:12]=[C:13]([OH:16])[CH:14]=3)[N:9]([CH2:17][O:18][CH2:19][CH2:20][Si:21]([CH3:24])([CH3:23])[CH3:22])[CH:8]=2)[CH:4]=[N:3]1.Br[CH2:26][CH2:27][CH3:28].C([O-])([O-])=O.[K+].[K+]. The catalyst is CC(C)=O. The product is [CH3:1][N:2]1[CH:6]=[C:5]([C:7]2[C:15]3[C:10](=[N:11][CH:12]=[C:13]([O:16][CH2:26][CH2:27][CH3:28])[CH:14]=3)[N:9]([CH2:17][O:18][CH2:19][CH2:20][Si:21]([CH3:24])([CH3:23])[CH3:22])[CH:8]=2)[CH:4]=[N:3]1. The yield is 0.590. (7) The catalyst is CN(C)C=O. The yield is 0.810. The product is [CH2:70]([N:67]1[CH2:66][CH2:65][N:64]([C@@H:59]([CH2:58][NH:57][C:18](=[O:19])[C:17]2[CH:21]=[CH:22][C:14]([O:13][CH2:12][C:10]3[C:9]4[C:4](=[CH:5][CH:6]=[CH:7][CH:8]=4)[N:3]=[C:2]([CH3:1])[CH:11]=3)=[CH:15][CH:16]=2)[C:60]([O:62][CH3:63])=[O:61])[CH2:69][CH2:68]1)[CH3:71]. The reactants are [CH3:1][C:2]1[CH:11]=[C:10]([CH2:12][O:13][C:14]2[CH:22]=[CH:21][C:17]([C:18](O)=[O:19])=[CH:16][CH:15]=2)[C:9]2[C:4](=[CH:5][CH:6]=[CH:7][CH:8]=2)[N:3]=1.F[B-](F)(F)F.N1(OC(N(C)C)=[N+](C)C)C2C=CC=CC=2N=N1.C(N(C(C)C)CC)(C)C.Cl.Cl.Cl.[NH2:57][CH2:58][CH:59]([N:64]1[CH2:69][CH2:68][N:67]([CH2:70][CH3:71])[CH2:66][CH2:65]1)[C:60]([O:62][CH3:63])=[O:61].C(=O)([O-])O.[Na+].